Predict the reactants needed to synthesize the given product. From a dataset of Full USPTO retrosynthesis dataset with 1.9M reactions from patents (1976-2016). (1) Given the product [C:1]([O:5][C:6]([NH:8][C:9]1[N:10]=[C:11]([C:15]([OH:17])=[O:16])[N:12]([CH3:14])[CH:13]=1)=[O:7])([CH3:4])([CH3:2])[CH3:3], predict the reactants needed to synthesize it. The reactants are: [C:1]([O:5][C:6]([NH:8][C:9]1[N:10]=[C:11]([C:15]([O:17]CC)=[O:16])[N:12]([CH3:14])[CH:13]=1)=[O:7])([CH3:4])([CH3:3])[CH3:2].C(Cl)Cl.CO.OS([O-])(=O)=O.[Na+]. (2) Given the product [CH2:19]([O:18][C:13]1[CH:14]=[C:15]2[C:10](=[CH:11][CH:12]=1)[C:9](=[O:23])[N:8]([C:5]1[CH:6]=[CH:7][C:2]([N:28]3[CH2:29][CH2:30][C@@H:26]([N:25]([CH3:31])[CH3:24])[CH2:27]3)=[CH:3][CH:4]=1)[CH2:17][CH2:16]2)[CH2:20][CH2:21][CH3:22], predict the reactants needed to synthesize it. The reactants are: Br[C:2]1[CH:7]=[CH:6][C:5]([N:8]2[CH2:17][CH2:16][C:15]3[C:10](=[CH:11][CH:12]=[C:13]([O:18][CH2:19][CH2:20][CH2:21][CH3:22])[CH:14]=3)[C:9]2=[O:23])=[CH:4][CH:3]=1.[CH3:24][N:25]([CH3:31])[C@@H:26]1[CH2:30][CH2:29][NH:28][CH2:27]1. (3) Given the product [O:1]1[CH:5]=[CH:4][C:3]([C:6]2[N:11]3[N:12]=[C:13]([NH:15][C:22](=[O:23])[CH2:21][C:17]4[S:16][CH:20]=[CH:19][CH:18]=4)[N:14]=[C:10]3[CH:9]=[CH:8][CH:7]=2)=[CH:2]1, predict the reactants needed to synthesize it. The reactants are: [O:1]1[CH:5]=[CH:4][C:3]([C:6]2[N:11]3[N:12]=[C:13]([NH2:15])[N:14]=[C:10]3[CH:9]=[CH:8][CH:7]=2)=[CH:2]1.[S:16]1[CH:20]=[CH:19][CH:18]=[C:17]1[CH2:21][C:22](Cl)=[O:23].